From a dataset of Forward reaction prediction with 1.9M reactions from USPTO patents (1976-2016). Predict the product of the given reaction. (1) Given the reactants [Br:1][C:2]1[CH:3]=[C:4]([CH:7]=[CH:8][C:9]=1[CH2:10]Br)[C:5]#[N:6].[CH3:12][C:13]([O-:15])=[O:14].[K+], predict the reaction product. The product is: [C:13]([O:15][CH2:10][C:9]1[CH:8]=[CH:7][C:4]([C:5]#[N:6])=[CH:3][C:2]=1[Br:1])(=[O:14])[CH3:12]. (2) Given the reactants [CH3:1][O:2][C:3]([C:5]1[C:6]2[C:20]([CH:21]3[CH2:23][CH2:22]3)=[N:19][NH:18][C:7]=2[N:8]=[C:9]([C:11]2[CH:16]=[CH:15][C:14]([OH:17])=[CH:13][CH:12]=2)[CH:10]=1)=[O:4].[O:24]1[CH:29]=[CH:28][CH2:27][CH2:26][CH2:25]1.O.C1(C)C=CC(S(O)(=O)=O)=CC=1.O, predict the reaction product. The product is: [CH3:1][O:2][C:3]([C:5]1[C:6]2[C:20]([CH:21]3[CH2:23][CH2:22]3)=[N:19][N:18]([CH:25]3[CH2:26][CH2:27][CH2:28][CH2:29][O:24]3)[C:7]=2[N:8]=[C:9]([C:11]2[CH:12]=[CH:13][C:14]([OH:17])=[CH:15][CH:16]=2)[CH:10]=1)=[O:4]. (3) The product is: [OH:19][CH2:18][C@@H:12]1[CH2:13][C@@H:14]([O:16][CH3:17])[CH2:15][N:11]1[C:9]([O:8][CH2:1][C:2]1[CH:3]=[CH:4][CH:5]=[CH:6][CH:7]=1)=[O:10]. Given the reactants [CH2:1]([O:8][C:9]([N:11]1[CH2:15][C@H:14]([O:16][CH3:17])[CH2:13][C@H:12]1[C:18](O)=[O:19])=[O:10])[C:2]1[CH:7]=[CH:6][CH:5]=[CH:4][CH:3]=1, predict the reaction product. (4) Given the reactants [F:1][C:2]1[C:7]([O:8][C:9]2[CH:14]=[CH:13][CH:12]=[CH:11][CH:10]=2)=[C:6]([F:15])[CH:5]=[CH:4][C:3]=1[CH:16]([NH2:21])[CH2:17][N+:18]([O-])=O.Cl, predict the reaction product. The product is: [F:1][C:2]1[C:7]([O:8][C:9]2[CH:14]=[CH:13][CH:12]=[CH:11][CH:10]=2)=[C:6]([F:15])[CH:5]=[CH:4][C:3]=1[CH:16]([NH2:21])[CH2:17][NH2:18]. (5) Given the reactants [Cl:1][C:2]1[C:7]([N+:8]([O-:10])=[O:9])=[CH:6][CH:5]=[CH:4][C:3]=1[OH:11].C(=O)([O-])[O-].[Cs+].[Cs+].[CH2:18](Br)[C:19]1[CH:24]=[CH:23][CH:22]=[CH:21][CH:20]=1.O, predict the reaction product. The product is: [CH2:18]([O:11][C:3]1[CH:4]=[CH:5][CH:6]=[C:7]([N+:8]([O-:10])=[O:9])[C:2]=1[Cl:1])[C:19]1[CH:24]=[CH:23][CH:22]=[CH:21][CH:20]=1. (6) Given the reactants [Br:1][C:2]1[CH:3]=[C:4]([C:13](OC)=[O:14])[C:5]2[O:9][C:8]([CH3:11])([CH3:10])[CH2:7][C:6]=2[CH:12]=1.[H-].[H-].[H-].[H-].[Li+].[Al+3], predict the reaction product. The product is: [Br:1][C:2]1[CH:3]=[C:4]([CH2:13][OH:14])[C:5]2[O:9][C:8]([CH3:11])([CH3:10])[CH2:7][C:6]=2[CH:12]=1.